From a dataset of Peptide-MHC class I binding affinity with 185,985 pairs from IEDB/IMGT. Regression. Given a peptide amino acid sequence and an MHC pseudo amino acid sequence, predict their binding affinity value. This is MHC class I binding data. (1) The peptide sequence is RANNNRLPK. The MHC is HLA-B27:05 with pseudo-sequence HLA-B27:05. The binding affinity (normalized) is 0.216. (2) The peptide sequence is QQWNFAGIEA. The MHC is HLA-A02:01 with pseudo-sequence HLA-A02:01. The binding affinity (normalized) is 0.659. (3) The peptide sequence is LEVCFMYSDF. The MHC is Mamu-A11 with pseudo-sequence Mamu-A11. The binding affinity (normalized) is 0.641. (4) The MHC is Mamu-A20102 with pseudo-sequence Mamu-A20102. The binding affinity (normalized) is 0.200. The peptide sequence is RQLIRLLTW. (5) The peptide sequence is FPYEGGKVF. The MHC is HLA-A02:06 with pseudo-sequence HLA-A02:06. The binding affinity (normalized) is 0.0847. (6) The MHC is HLA-A31:01 with pseudo-sequence HLA-A31:01. The binding affinity (normalized) is 0.0847. The peptide sequence is DYDQRDYGF. (7) The peptide sequence is TRKIRSEEL. The MHC is HLA-A02:19 with pseudo-sequence HLA-A02:19. The binding affinity (normalized) is 0.0847. (8) The peptide sequence is LLWAARPRL. The MHC is HLA-B53:01 with pseudo-sequence HLA-B53:01. The binding affinity (normalized) is 0.0115. (9) The peptide sequence is KAFSPEVIPMF. The binding affinity (normalized) is 0.0231. The MHC is HLA-A02:06 with pseudo-sequence HLA-A02:06.